The task is: Predict the reactants needed to synthesize the given product.. This data is from Full USPTO retrosynthesis dataset with 1.9M reactions from patents (1976-2016). (1) Given the product [Br:5][C:6]1[C:7]2[O:14][CH2:3][CH2:2][O:13][C:8]=2[CH:9]=[C:10]([Cl:12])[CH:11]=1, predict the reactants needed to synthesize it. The reactants are: Br[CH2:2][CH2:3]Br.[Br:5][C:6]1[CH:11]=[C:10]([Cl:12])[CH:9]=[C:8]([OH:13])[C:7]=1[OH:14].[OH-].[Na+]. (2) Given the product [CH:1]([O:4][C:5]([C:7]1[CH:8]=[C:9]([C:34]#[C:33][Si:30]([CH3:32])([CH3:31])[CH3:29])[CH:10]=[C:11]2[C:16]=1[O:15][C:14]([CH3:18])([CH3:17])[CH2:13][C:12]2([CH3:20])[CH3:19])=[O:6])([CH3:3])[CH3:2], predict the reactants needed to synthesize it. The reactants are: [CH:1]([O:4][C:5]([C:7]1[CH:8]=[C:9](Br)[CH:10]=[C:11]2[C:16]=1[O:15][C:14]([CH3:18])([CH3:17])[CH2:13][C:12]2([CH3:20])[CH3:19])=[O:6])([CH3:3])[CH3:2].C(N(CC)CC)C.[CH3:29][Si:30]([C:33]#[CH:34])([CH3:32])[CH3:31].C(OCC)(=O)C. (3) Given the product [CH:1]1([C:35]2[CH:36]=[CH:37][C:38]([C:41]([O:43][C:44]([CH3:47])([CH3:46])[CH3:45])=[O:42])=[N:39][CH:40]=2)[CH2:3][CH2:2]1, predict the reactants needed to synthesize it. The reactants are: [CH:1]1(B(O)O)[CH2:3][CH2:2]1.C1(P(C2CCCCC2)C2CCCCC2)CCCCC1.P([O-])([O-])([O-])=O.[K+].[K+].[K+].Br[C:35]1[CH:36]=[CH:37][C:38]([C:41]([O:43][C:44]([CH3:47])([CH3:46])[CH3:45])=[O:42])=[N:39][CH:40]=1. (4) Given the product [CH:9]1[C:8]([C:50]([C:51]2[CH:14]=[CH:15][C:16]([C:17]([OH:25])=[O:18])=[C:47]([C:48]([OH:49])=[O:58])[CH:52]=2)=[O:57])=[CH:7][C:6]([C:5]([OH:4])=[O:11])=[C:2]([C:3]([OH:12])=[O:31])[CH:10]=1, predict the reactants needed to synthesize it. The reactants are: C[C:2]12[CH2:10][CH2:9][CH2:8][CH2:7][CH:6]1[C:5](=[O:11])[O:4][C:3]2=[O:12].C[C:14]1[CH:15]2CC(C=1)C1[CH:16]2[C:17](=[O:25])[O:18]C1=O.CC1CC2C(CC=1)C(=O)[O:31]C2=O.CC1C(=O)OC(=O)C=1.F[C:47]1(F)[C:52](F)(F)[C:51](F)(F)[C:50](=[O:57])[O:49][C:48]1=[O:58].CC1(C)CC(=O)OC1=O.